Dataset: Full USPTO retrosynthesis dataset with 1.9M reactions from patents (1976-2016). Task: Predict the reactants needed to synthesize the given product. (1) The reactants are: [CH:1]#[C:2][CH3:3].[F:4][C:5]1[CH:6]=[C:7](I)[C:8]([NH2:11])=[N:9][CH:10]=1.C(N(CC)CC)C. Given the product [F:4][C:5]1[CH:6]=[C:7]([C:1]#[C:2][CH3:3])[C:8]([NH2:11])=[N:9][CH:10]=1, predict the reactants needed to synthesize it. (2) Given the product [OH:9][C:7]1[C:6]2[C:5](=[CH:4][CH:3]=[C:2]([I:1])[CH:11]=2)[NH:12][C:13](=[O:21])[C:14]=1[CH:15]1[CH2:20][CH2:19][O:18][CH2:17][CH2:16]1, predict the reactants needed to synthesize it. The reactants are: [I:1][C:2]1[CH:3]=[CH:4][C:5]([NH:12][C:13](=[O:21])[CH2:14][CH:15]2[CH2:20][CH2:19][O:18][CH2:17][CH2:16]2)=[C:6]([CH:11]=1)[C:7]([O:9]C)=O.C[Si]([N-][Si](C)(C)C)(C)C.[Na+].IC1C=CC(NC(=O)CC2CCOCC2)=C(C=1)C(OC)=O.IC1C=CC(NC(=O)CC2CCOCC2)=C(C=1)C(O)=O. (3) Given the product [C:1]([N:4]1[CH2:9][CH2:8][C:7](=[N:12][OH:13])[CH2:6][CH2:5]1)(=[O:3])[CH3:2], predict the reactants needed to synthesize it. The reactants are: [C:1]([N:4]1[CH2:9][CH2:8][C:7](=O)[CH2:6][CH2:5]1)(=[O:3])[CH3:2].Cl.[NH2:12][OH:13].N1C=CC=CC=1. (4) Given the product [F:1][C:2]1[CH:10]=[CH:9][C:8]([F:11])=[CH:7][C:3]=1[C:4]([N:22]1[CH2:23][CH2:24][CH2:25][C:20]([OH:26])([C:16]2[CH:17]=[CH:18][CH:19]=[C:14]([O:13][CH3:12])[CH:15]=2)[CH2:21]1)=[O:5], predict the reactants needed to synthesize it. The reactants are: [F:1][C:2]1[CH:10]=[CH:9][C:8]([F:11])=[CH:7][C:3]=1[C:4](Cl)=[O:5].[CH3:12][O:13][C:14]1[CH:15]=[C:16]([C:20]2([OH:26])[CH2:25][CH2:24][CH2:23][NH:22][CH2:21]2)[CH:17]=[CH:18][CH:19]=1. (5) Given the product [CH3:9][O:10][C:11]1[C:16]2[N:17]=[C:18]([NH:20][C:21](=[O:30])[C:22]3[CH:23]=[CH:24][C:25]([CH2:28][N:3]4[CH2:7][CH2:6][CH2:5][C:4]4=[O:8])=[CH:26][CH:27]=3)[S:19][C:15]=2[C:14]([N:31]2[CH2:32][CH2:33][O:34][CH2:35][CH2:36]2)=[CH:13][CH:12]=1, predict the reactants needed to synthesize it. The reactants are: [H-].[Na+].[NH:3]1[CH2:7][CH2:6][CH2:5][C:4]1=[O:8].[CH3:9][O:10][C:11]1[C:16]2[N:17]=[C:18]([NH:20][C:21](=[O:30])[C:22]3[CH:27]=[CH:26][C:25]([CH2:28]Cl)=[CH:24][CH:23]=3)[S:19][C:15]=2[C:14]([N:31]2[CH2:36][CH2:35][O:34][CH2:33][CH2:32]2)=[CH:13][CH:12]=1. (6) Given the product [CH:1]1([NH:4][C:5]([C:7]2[C:16](=[O:17])[C:15]3[C:10](=[N:11][CH:12]=[CH:13][CH:14]=3)[N:9]([C:18]3[CH:23]=[CH:22][CH:21]=[C:20]([C:28]4[CH:29]=[CH:30][N:25]=[CH:26][CH:27]=4)[CH:19]=3)[CH:8]=2)=[O:6])[CH2:3][CH2:2]1, predict the reactants needed to synthesize it. The reactants are: [CH:1]([NH:4][C:5]([C:7]1[C:16](=[O:17])[C:15]2[C:10](=[N:11][CH:12]=[CH:13][CH:14]=2)[N:9]([C:18]2[CH:23]=[CH:22][CH:21]=[C:20](Br)[CH:19]=2)[CH:8]=1)=[O:6])([CH3:3])[CH3:2].[N:25]1[CH:30]=[CH:29][C:28](B(O)O)=[CH:27][CH:26]=1.C(C1C=C(B(O)O)C=CC=1)(=O)C.